This data is from Reaction yield outcomes from USPTO patents with 853,638 reactions. The task is: Predict the reaction yield, written as a fraction of the theoretical maximum amount of product (1.0 means a 100% yield; for example, 0.34 means a 34% yield). (1) The catalyst is C1COCC1. The reactants are [C:1]1([C:7](=[N:14][CH2:15][C:16]([O:18][C:19]([CH3:22])([CH3:21])[CH3:20])=[O:17])[C:8]2[CH:13]=[CH:12][CH:11]=[CH:10][CH:9]=2)[CH:6]=[CH:5][CH:4]=[CH:3][CH:2]=1.[Li+].CC([N-]C(C)C)C.C1COCC1.CCCCCCC.C(C1C=CC=CC=1)C.FC(F)(F)S(O[CH2:57][CH2:58][C:59]([F:62])([F:61])[F:60])(=O)=O. The product is [C:1]1([C:7](=[N:14][CH:15]([CH2:57][CH2:58][C:59]([F:62])([F:61])[F:60])[C:16]([O:18][C:19]([CH3:22])([CH3:21])[CH3:20])=[O:17])[C:8]2[CH:9]=[CH:10][CH:11]=[CH:12][CH:13]=2)[CH:2]=[CH:3][CH:4]=[CH:5][CH:6]=1. The yield is 0.600. (2) The reactants are [Cl:1][C:2]1[CH:3]=[C:4]2[C:9](=[CH:10][CH:11]=1)[NH:8][CH:7]([C:12]1[CH:17]=[CH:16][CH:15]=[C:14]([N+:18]([O-:20])=[O:19])[CH:13]=1)[C:6]([CH3:22])([CH3:21])[CH:5]2O.FC(F)(F)C(O)=O. The catalyst is C([SiH](CC)CC)C. The product is [Cl:1][C:2]1[CH:3]=[C:4]2[C:9](=[CH:10][CH:11]=1)[NH:8][CH:7]([C:12]1[CH:17]=[CH:16][CH:15]=[C:14]([N+:18]([O-:20])=[O:19])[CH:13]=1)[C:6]([CH3:22])([CH3:21])[CH2:5]2. The yield is 0.770. (3) The reactants are [Cl:1][C:2]1[C:11]([NH:12][C:13]([O:15][CH2:16][CH:17]=[CH2:18])=[O:14])=[CH:10][CH:9]=[CH:8][C:3]=1[C:4]([O:6]C)=O.[Cl:19][C:20]1[N:25]=[C:24]([CH3:26])[CH:23]=[CH:22][N:21]=1. No catalyst specified. The product is [Cl:1][C:2]1[C:3](/[C:4](/[OH:6])=[CH:26]\[C:24]2[CH:23]=[CH:22][N:21]=[C:20]([Cl:19])[N:25]=2)=[CH:8][CH:9]=[CH:10][C:11]=1[NH:12][C:13](=[O:14])[O:15][CH2:16][CH:17]=[CH2:18]. The yield is 0.796. (4) The reactants are [F:1][C:2]1[CH:3]=[CH:4][C:5]([CH2:8][CH2:9][C:10]2[CH:15]=[CH:14][N:13]([C:16]3[CH:21]=[CH:20][C:19]4[C:22]5[CH2:23][NH:24][CH2:25][CH2:26][C:27]=5[O:28][C:18]=4[CH:17]=3)[C:12](=[O:29])[CH:11]=2)=[N:6][CH:7]=1.[ClH:30].CCOCC. The catalyst is CO. The product is [ClH:30].[F:1][C:2]1[CH:3]=[CH:4][C:5]([CH2:8][CH2:9][C:10]2[CH:15]=[CH:14][N:13]([C:16]3[CH:21]=[CH:20][C:19]4[C:22]5[CH2:23][NH:24][CH2:25][CH2:26][C:27]=5[O:28][C:18]=4[CH:17]=3)[C:12](=[O:29])[CH:11]=2)=[N:6][CH:7]=1. The yield is 1.00. (5) The reactants are C[C:2]1([CH3:12])[CH:11]=[CH:10][C:9]2[C:4](=[CH:5][CH:6]=[CH:7][CH:8]=2)[NH:3]1.[OH-].[Na+].OO. The catalyst is O1CCCC1.C(OCC)(=O)C. The product is [CH:10]([C:9]1[CH:8]=[CH:7][CH:6]=[C:5]2[C:4]=1[NH:3][CH:2]=[CH:12]2)=[CH2:11]. The yield is 0.560. (6) The reactants are [C:1]([O:5][CH2:6][CH3:7])(=[O:4])[CH:2]=[CH2:3].C(N(CC)CC)C.C1(P(C2C=CC=CC=2)C2C=CC=CC=2)C=CC=CC=1.Br[C:35]1[CH:36]=[C:37]([C:41]2[C:50]3[C:45](=[CH:46][C:47]([Cl:52])=[C:48]([CH3:51])[CH:49]=3)[O:44][C:43](=[O:53])[C:42]=2[CH2:54][C:55]([NH:57][C:58]2[CH:63]=[CH:62][C:61]([F:64])=[CH:60][C:59]=2[C:65]([F:68])([F:67])[F:66])=[O:56])[CH:38]=[CH:39][CH:40]=1. The catalyst is CN(C=O)C.C([O-])(=O)C.[Pd+2].C([O-])(=O)C.O. The product is [Cl:52][C:47]1[CH:46]=[C:45]2[C:50]([C:41]([C:37]3[CH:38]=[CH:39][CH:40]=[C:35](/[CH:3]=[CH:2]/[C:1]([O:5][CH2:6][CH3:7])=[O:4])[CH:36]=3)=[C:42]([CH2:54][C:55]([NH:57][C:58]3[CH:63]=[CH:62][C:61]([F:64])=[CH:60][C:59]=3[C:65]([F:67])([F:66])[F:68])=[O:56])[C:43](=[O:53])[O:44]2)=[CH:49][C:48]=1[CH3:51]. The yield is 0.550. (7) The product is [F:1][C:2]1[CH:7]=[CH:6][CH:5]=[CH:4][C:3]=1[NH:8][C:9]1[O:29][C:13]([C:14]([NH:16][C:17]2[CH:22]=[CH:21][C:20]([N:23]3[CH2:28][CH2:27][O:26][CH2:25][CH2:24]3)=[CH:19][CH:18]=2)=[O:15])=[N:11][N:12]=1. The catalyst is CN(C=O)C. The reactants are [F:1][C:2]1[CH:7]=[CH:6][CH:5]=[CH:4][C:3]=1[N:8]=[C:9]=S.[NH:11]([C:13](=[O:29])[C:14]([NH:16][C:17]1[CH:22]=[CH:21][C:20]([N:23]2[CH2:28][CH2:27][O:26][CH2:25][CH2:24]2)=[CH:19][CH:18]=1)=[O:15])[NH2:12].N=C=N. The yield is 0.820.